Predict which catalyst facilitates the given reaction. From a dataset of Catalyst prediction with 721,799 reactions and 888 catalyst types from USPTO. Reactant: [CH3:1][O:2][C:3]1[CH:18]=[CH:17][C:6]([CH2:7][CH:8]2[C:13](=[O:14])[NH:12][C:11](=[O:15])[NH:10][C:9]2=[O:16])=[CH:5][CH:4]=1.[C:19]([O:23][C:24]([NH:26][OH:27])=[O:25])([CH3:22])([CH3:21])[CH3:20].C(=O)([O-])[O-].[K+].[K+].I([O-])(=O)(=O)=O.[Na+]. Product: [C:19]([O:23][C:24]([N:26]([OH:27])[C:8]1([CH2:7][C:6]2[CH:5]=[CH:4][C:3]([O:2][CH3:1])=[CH:18][CH:17]=2)[C:13](=[O:14])[NH:12][C:11](=[O:15])[NH:10][C:9]1=[O:16])=[O:25])([CH3:22])([CH3:21])[CH3:20]. The catalyst class is: 8.